Regression. Given two drug SMILES strings and cell line genomic features, predict the synergy score measuring deviation from expected non-interaction effect. From a dataset of NCI-60 drug combinations with 297,098 pairs across 59 cell lines. Drug 1: CN1C2=C(C=C(C=C2)N(CCCl)CCCl)N=C1CCCC(=O)O.Cl. Drug 2: C(CC(=O)O)C(=O)CN.Cl. Cell line: MCF7. Synergy scores: CSS=4.11, Synergy_ZIP=-1.42, Synergy_Bliss=-0.0186, Synergy_Loewe=-0.670, Synergy_HSA=-0.628.